From a dataset of Forward reaction prediction with 1.9M reactions from USPTO patents (1976-2016). Predict the product of the given reaction. Given the reactants C([SiH](CC)CC)C.FC(F)(F)C(O)=O.[CH2:15]([S:17][S:18][CH2:19][C@H:20]1[C:24](=[O:25])[O:23][CH2:22][N:21]1C(OC(C)(C)C)=O)[CH3:16], predict the reaction product. The product is: [CH2:15]([S:17][S:18][CH2:19][C@H:20]([NH:21][CH3:22])[C:24]([OH:25])=[O:23])[CH3:16].